From a dataset of Forward reaction prediction with 1.9M reactions from USPTO patents (1976-2016). Predict the product of the given reaction. Given the reactants C(N(CC)CC)C.Cl.[CH3:9][C:10]1[C:18]([O:19][C@@H:20]2[CH2:25][CH2:24][C@H:23]([NH2:26])[CH2:22][CH2:21]2)=[CH:17][CH:16]=[C:15]2[C:11]=1[CH:12]=[N:13][NH:14]2.[CH3:27][S:28](Cl)(=[O:30])=[O:29].O, predict the reaction product. The product is: [CH3:9][C:10]1[C:18]([O:19][C@@H:20]2[CH2:25][CH2:24][C@H:23]([NH:26][S:28]([CH3:27])(=[O:30])=[O:29])[CH2:22][CH2:21]2)=[CH:17][CH:16]=[C:15]2[C:11]=1[CH:12]=[N:13][NH:14]2.